Dataset: Full USPTO retrosynthesis dataset with 1.9M reactions from patents (1976-2016). Task: Predict the reactants needed to synthesize the given product. (1) Given the product [Cl:22][C:23]1[CH:31]=[CH:30][CH:29]=[C:28]([F:32])[C:24]=1[C:25]([NH:21][C:18]1[CH:19]=[C:20]2[C:15]([CH2:14][CH2:13][CH2:12][N:11]2[S:8]([C:5]2[CH:6]=[CH:7][C:2]([Cl:1])=[CH:3][CH:4]=2)(=[O:9])=[O:10])=[CH:16][CH:17]=1)=[O:26], predict the reactants needed to synthesize it. The reactants are: [Cl:1][C:2]1[CH:7]=[CH:6][C:5]([S:8]([N:11]2[C:20]3[C:15](=[CH:16][CH:17]=[C:18]([NH2:21])[CH:19]=3)[CH2:14][CH2:13][CH2:12]2)(=[O:10])=[O:9])=[CH:4][CH:3]=1.[Cl:22][C:23]1[CH:31]=[CH:30][CH:29]=[C:28]([F:32])[C:24]=1[C:25](Cl)=[O:26].C(N(CC)C(C)C)(C)C. (2) Given the product [N:12]1[C:21]2[CH2:20][CH2:19][CH2:18][C:17]3([CH2:8][O:22]3)[C:16]=2[CH:15]=[N:14][CH:13]=1, predict the reactants needed to synthesize it. The reactants are: [H-].[Na+].CS(C)=O.[I-].[CH3:8][S+](C)C.[N:12]1[C:21]2[CH2:20][CH2:19][CH2:18][C:17](=[O:22])[C:16]=2[CH:15]=[N:14][CH:13]=1.